Dataset: Catalyst prediction with 721,799 reactions and 888 catalyst types from USPTO. Task: Predict which catalyst facilitates the given reaction. (1) Reactant: [F:1][C:2]1[CH:3]=[CH:4][C:5]([CH3:32])=[C:6]([CH:31]=1)[O:7][CH2:8][C:9]1[C:18]([C:19]2[CH:24]=[CH:23][C:22]([OH:25])=[CH:21][C:20]=2[O:26][CH3:27])=[CH:17][CH:16]=[C:15]2[C:10]=1[C:11]([CH3:30])=[CH:12][C:13]([CH3:29])([CH3:28])[NH:14]2.C(N(CC)CC)C.[C:40](Cl)(=[O:43])[O:41][CH3:42]. Product: [F:1][C:2]1[CH:3]=[CH:4][C:5]([CH3:32])=[C:6]([CH:31]=1)[O:7][CH2:8][C:9]1[C:18]([C:19]2[CH:24]=[CH:23][C:22]([O:25][C:40]([O:41][CH3:42])=[O:43])=[CH:21][C:20]=2[O:26][CH3:27])=[CH:17][CH:16]=[C:15]2[C:10]=1[C:11]([CH3:30])=[CH:12][C:13]([CH3:28])([CH3:29])[NH:14]2. The catalyst class is: 7. (2) Reactant: [NH2:1][C:2]1[S:3][C:4]2[C:9]([N:10]=1)=[CH:8][CH:7]=[C:6]([C:11]1[CH:12]=[C:13]([CH:17]=[CH:18][CH:19]=1)[C:14]([OH:16])=O)[N:5]=2.C(N(CC)C(C)C)(C)C.C[NH3+].F[P-](F)(F)(F)(F)F.N1(OC(N(C)C)=[N+](C)C)C2N=CC=CC=2N=N1.F[P-](F)(F)(F)(F)F.[F:62][C:63]([F:72])([F:71])[C:64]1[CH:65]=[C:66]([CH:68]=[CH:69][CH:70]=1)[NH2:67].[NH4+].[Cl-]. Product: [NH2:1][C:2]1[S:3][C:4]2[C:9]([N:10]=1)=[CH:8][CH:7]=[C:6]([C:11]1[CH:12]=[C:13]([CH:17]=[CH:18][CH:19]=1)[C:14]([NH:67][C:66]1[CH:68]=[CH:69][CH:70]=[C:64]([C:63]([F:62])([F:71])[F:72])[CH:65]=1)=[O:16])[N:5]=2. The catalyst class is: 3. (3) Reactant: [NH2:1][C:2]1[CH:23]=[CH:22][CH:21]=[CH:20][C:3]=1[CH2:4][NH:5][CH2:6][CH:7]1[CH2:12][CH2:11][N:10]([C:13]([O:15][C:16]([CH3:19])([CH3:18])[CH3:17])=[O:14])[CH2:9][CH2:8]1.[CH2:24](N(CC)CC)C.[OH2:31]. Product: [O:31]=[C:24]1[N:5]([CH2:6][CH:7]2[CH2:8][CH2:9][N:10]([C:13]([O:15][C:16]([CH3:18])([CH3:19])[CH3:17])=[O:14])[CH2:11][CH2:12]2)[CH2:4][C:3]2[C:2](=[CH:23][CH:22]=[CH:21][CH:20]=2)[NH:1]1. The catalyst class is: 10. (4) Reactant: [C:1]([C:5]1[CH:9]=[C:8]([NH2:10])[N:7]([C:11]2[CH:12]=[N:13][C:14]([O:17][CH3:18])=[CH:15][CH:16]=2)[N:6]=1)([CH3:4])([CH3:3])[CH3:2].[Cl:19][C:20]1[N:25]=[C:24]([O:26][C:27]2[C:36]3[C:31](=[CH:32][CH:33]=[CH:34][CH:35]=3)[C:30]([NH:37][C:38](=O)[O:39]C3C=CC=CC=3)=[CH:29][CH:28]=2)[CH:23]=[CH:22][N:21]=1. Product: [C:1]([C:5]1[CH:9]=[C:8]([NH:10][C:38]([NH:37][C:30]2[C:31]3[C:36](=[CH:35][CH:34]=[CH:33][CH:32]=3)[C:27]([O:26][C:24]3[CH:23]=[CH:22][N:21]=[C:20]([Cl:19])[N:25]=3)=[CH:28][CH:29]=2)=[O:39])[N:7]([C:11]2[CH:12]=[N:13][C:14]([O:17][CH3:18])=[CH:15][CH:16]=2)[N:6]=1)([CH3:4])([CH3:2])[CH3:3]. The catalyst class is: 251. (5) Reactant: [CH3:1][C:2]1[CH:13]=[C:6]2[C:7]([O:9][C:10](=[O:12])[NH:11][C:5]2=[CH:4][CH:3]=1)=[O:8].C(O)(=O)C.C(O)(C(F)(F)F)=O.[Br:25]Br. Product: [Br:25][C:13]1[C:2]([CH3:1])=[CH:3][CH:4]=[C:5]2[NH:11][C:10](=[O:12])[O:9][C:7](=[O:8])[C:6]=12. The catalyst class is: 6. (6) Reactant: [CH3:1][NH:2][CH3:3].Br[CH2:5][CH2:6][CH2:7][CH2:8][O:9][C:10]1[C:11]([O:30][CH3:31])=[CH:12][CH:13]=[C:14]2[C:19]=1[NH:18][C:17](=[O:20])[CH:16]=[C:15]2NC1C(Cl)=CN=CC=1Cl.C([O-])([O-])=O.[K+].[K+]. Product: [CH3:1][N:2]([CH3:3])[CH2:5][CH2:6][CH2:7][CH2:8][O:9][C:10]1[C:11]([O:30][CH3:31])=[CH:12][CH:13]=[C:14]2[C:19]=1[NH:18][C:17](=[O:20])[CH:16]=[CH:15]2. The catalyst class is: 16. (7) Reactant: [O:1]=[C:2]([C:12]1[CH:17]=[CH:16][CH:15]=[CH:14][CH:13]=1)[CH2:3]P(=O)(OCC)OCC.[H-].[Na+].[CH2:20]([O:27][C:28]([N:30]1[CH2:35][CH2:34][CH:33]([CH:36]=O)[CH2:32][CH2:31]1)=[O:29])[C:21]1[CH:26]=[CH:25][CH:24]=[CH:23][CH:22]=1. Product: [CH2:20]([O:27][C:28]([N:30]1[CH2:35][CH2:34][CH:33]([CH:36]=[CH:3][C:2](=[O:1])[C:12]2[CH:13]=[CH:14][CH:15]=[CH:16][CH:17]=2)[CH2:32][CH2:31]1)=[O:29])[C:21]1[CH:22]=[CH:23][CH:24]=[CH:25][CH:26]=1. The catalyst class is: 1. (8) Reactant: [ClH:1].C(O)C.O[N:6]=[C:7]([C:13](=[O:17])[CH:14]([CH3:16])[CH3:15])[C:8]([O:10][CH2:11][CH3:12])=[O:9]. Product: [ClH:1].[NH2:6][CH:7]([C:13](=[O:17])[CH:14]([CH3:16])[CH3:15])[C:8]([O:10][CH2:11][CH3:12])=[O:9]. The catalyst class is: 45. (9) Reactant: [NH2:1][C:2]1[N:7]=[C:6]([NH:8][C@@H:9]([CH2:13][CH2:14][CH2:15][CH3:16])[CH2:10][CH2:11][OH:12])[C:5]([CH2:17][CH2:18][CH2:19][NH:20]C(=O)OC(C)(C)C)=[C:4]([CH3:28])[N:3]=1.C(O)(C(F)(F)F)=O. Product: [NH2:1][C:2]1[N:7]=[C:6]([NH:8][C@@H:9]([CH2:13][CH2:14][CH2:15][CH3:16])[CH2:10][CH2:11][OH:12])[C:5]([CH2:17][CH2:18][CH2:19][NH2:20])=[C:4]([CH3:28])[N:3]=1. The catalyst class is: 2.